This data is from Reaction yield outcomes from USPTO patents with 853,638 reactions. The task is: Predict the reaction yield, written as a fraction of the theoretical maximum amount of product (1.0 means a 100% yield; for example, 0.34 means a 34% yield). (1) The reactants are [CH3:1][N:2]([CH3:18])[C:3]1[CH:8]=[CH:7][C:6]([C:9](=O)[CH2:10][C:11](=O)[C:12]([O:14][CH3:15])=[O:13])=[CH:5][CH:4]=1.[Cl:19][C:20]1[N:21]=[N:22][C:23]([NH:26][NH2:27])=[CH:24][CH:25]=1. The catalyst is CO. The product is [Cl:19][C:20]1[N:21]=[N:22][C:23]([N:26]2[C:9]([C:6]3[CH:7]=[CH:8][C:3]([N:2]([CH3:18])[CH3:1])=[CH:4][CH:5]=3)=[CH:10][C:11]([C:12]([O:14][CH3:15])=[O:13])=[N:27]2)=[CH:24][CH:25]=1. The yield is 0.630. (2) The reactants are NO.[C:3]([C:6]1[CH:35]=[CH:34][C:9]([O:10][CH2:11][C:12]2[CH:17]=[CH:16][C:15]([CH:18]([O:27][CH:28]3[CH2:33][CH2:32][CH2:31][CH2:30][O:29]3)[C:19]3[CH:20]=[C:21]([CH:24]=[CH:25][CH:26]=3)[C:22]#[N:23])=[CH:14][CH:13]=2)=[C:8]([CH2:36][CH2:37][CH3:38])[C:7]=1[OH:39])(=[O:5])[CH3:4].[N:40]1C=CC=CC=1.Cl[C:47]([O:49]CC(CC)CCCC)=[O:48]. The catalyst is C(O)C.O1CCCC1.Cl.CO.O. The product is [C:3]([C:6]1[CH:35]=[CH:34][C:9]([O:10][CH2:11][C:12]2[CH:17]=[CH:16][C:15]([CH:18]([O:27][CH:28]3[CH2:33][CH2:32][CH2:31][CH2:30][O:29]3)[C:19]3[CH:20]=[C:21]([C:22]4[NH:40][C:47](=[O:48])[O:49][N:23]=4)[CH:24]=[CH:25][CH:26]=3)=[CH:14][CH:13]=2)=[C:8]([CH2:36][CH2:37][CH3:38])[C:7]=1[OH:39])(=[O:5])[CH3:4]. The yield is 0.0240. (3) The reactants are [C:1]([C:5]1[CH:10]=[CH:9][CH:8]=[CH:7][C:6]=1[CH:11]1[CH2:16][CH2:15][NH:14][CH2:13][CH2:12]1)([CH3:4])([CH3:3])[CH3:2].[S:17]1[CH2:21][CH2:20][CH2:19][CH:18]1[C:22](O)=[O:23].CCN=C=NCCCN(C)C.C1C=CC2N(O)N=NC=2C=1.CCN(CC)CC. The catalyst is C(Cl)Cl. The product is [C:1]([C:5]1[CH:10]=[CH:9][CH:8]=[CH:7][C:6]=1[CH:11]1[CH2:12][CH2:13][N:14]([C:22]([CH:18]2[CH2:19][CH2:20][CH2:21][S:17]2)=[O:23])[CH2:15][CH2:16]1)([CH3:4])([CH3:2])[CH3:3]. The yield is 0.940. (4) The reactants are C([O:4][CH2:5][C:6]1[C:32]([F:33])=[C:31]([NH2:34])[C:9]2[C:10](=[O:30])[CH:11]=[C:12]([C:14]3[CH:19]=[CH:18][C:17]([NH:20][C:21](=[O:28])[CH2:22][CH2:23][CH2:24][N:25]([CH3:27])[CH3:26])=[C:16]([F:29])[CH:15]=3)[O:13][C:8]=2[C:7]=1[F:35])(=O)C.[OH-].[Na+].O. The catalyst is CO. The product is [NH2:34][C:31]1[C:9]2[C:10](=[O:30])[CH:11]=[C:12]([C:14]3[CH:19]=[CH:18][C:17]([NH:20][C:21](=[O:28])[CH2:22][CH2:23][CH2:24][N:25]([CH3:26])[CH3:27])=[C:16]([F:29])[CH:15]=3)[O:13][C:8]=2[C:7]([F:35])=[C:6]([CH2:5][OH:4])[C:32]=1[F:33]. The yield is 0.690. (5) The reactants are Cl[C:2]([O:5]C(Cl)=O)(Cl)Cl.N1C2C(=CC=CC=2)C=CC=1.[F:19][C:20]1[CH:53]=[C:52]([F:54])[C:51]([F:55])=[CH:50][C:21]=1[CH2:22][O:23][CH2:24][C@@H:25]1[CH2:29][C@@H:28]([S:30][C:31]([C:44]2[CH:49]=[CH:48][CH:47]=[CH:46][CH:45]=2)([C:38]2[CH:43]=[CH:42][CH:41]=[CH:40][CH:39]=2)[C:32]2[CH:37]=[CH:36][CH:35]=[CH:34][CH:33]=2)[CH2:27][NH:26]1.[C:56]([O:65][CH3:66])(=[O:64])[C:57]1[C:58](=[CH:60][CH:61]=[CH:62][CH:63]=1)[OH:59].[H-].[Na+]. The catalyst is C(Cl)Cl. The product is [CH3:66][O:65][C:56]([C:57]1[CH:63]=[CH:62][CH:61]=[CH:60][C:58]=1[O:59][C:2]([N:26]1[CH2:27][C@H:28]([S:30][C:31]([C:38]2[CH:43]=[CH:42][CH:41]=[CH:40][CH:39]=2)([C:32]2[CH:33]=[CH:34][CH:35]=[CH:36][CH:37]=2)[C:44]2[CH:45]=[CH:46][CH:47]=[CH:48][CH:49]=2)[CH2:29][C@H:25]1[CH2:24][O:23][CH2:22][C:21]1[CH:50]=[C:51]([F:55])[C:52]([F:54])=[CH:53][C:20]=1[F:19])=[O:5])=[O:64]. The yield is 0.690. (6) The reactants are [OH:1][C:2]1[C:9]([N+:10]([O-:12])=[O:11])=[CH:8][C:5]([CH:6]=O)=[CH:4][C:3]=1[O:13][CH2:14][CH2:15][O:16][CH3:17].[C:18]1([C:24](=O)[CH2:25][C:26]2[CH:31]=[CH:30][CH:29]=[CH:28][CH:27]=2)[CH:23]=[CH:22][CH:21]=[CH:20][CH:19]=1.[NH2:33][C:34]([NH2:36])=[O:35].Cl. The catalyst is C(O)C. The product is [OH:1][C:2]1[C:9]([N+:10]([O-:12])=[O:11])=[CH:8][C:5]([CH:6]2[C:25]([C:26]3[CH:31]=[CH:30][CH:29]=[CH:28][CH:27]=3)=[C:24]([C:18]3[CH:23]=[CH:22][CH:21]=[CH:20][CH:19]=3)[NH:36][C:34](=[O:35])[NH:33]2)=[CH:4][C:3]=1[O:13][CH2:14][CH2:15][O:16][CH3:17]. The yield is 0.420.